Dataset: Reaction yield outcomes from USPTO patents with 853,638 reactions. Task: Predict the reaction yield, written as a fraction of the theoretical maximum amount of product (1.0 means a 100% yield; for example, 0.34 means a 34% yield). (1) The reactants are [CH3:1][C:2]1[CH:6]=[C:5]([N:7]2[CH2:11][CH2:10][N:9]([CH2:12][C:13]3[CH:18]=[CH:17]C(C(F)(F)F)=CC=3)[C:8]2=[O:23])[S:4][C:3]=1[C:24]([O:26]CC)=[O:25].C1(CN2CCN(C3SC(C(OCC)=O)=C(C)C=3)C2=O)CC1. No catalyst specified. The product is [CH:13]1([CH2:12][N:9]2[CH2:10][CH2:11][N:7]([C:5]3[S:4][C:3]([C:24]([OH:26])=[O:25])=[C:2]([CH3:1])[CH:6]=3)[C:8]2=[O:23])[CH2:18][CH2:17]1. The yield is 0.800. (2) The reactants are [NH2:1][C:2](=[S:14])[CH2:3][N:4]1[CH:8]=[C:7]([C:9]([O:11][CH2:12][CH3:13])=[O:10])[CH:6]=[N:5]1.Br[CH2:16][C:17]([C:19]1[CH:24]=[CH:23][CH:22]=[C:21]([Br:25])[CH:20]=1)=O. The catalyst is C(O)C. The product is [Br:25][C:21]1[CH:20]=[C:19]([C:17]2[N:1]=[C:2]([CH2:3][N:4]3[CH:8]=[C:7]([C:9]([O:11][CH2:12][CH3:13])=[O:10])[CH:6]=[N:5]3)[S:14][CH:16]=2)[CH:24]=[CH:23][CH:22]=1. The yield is 0.710. (3) The yield is 0.660. The catalyst is C(Cl)Cl. The reactants are [CH2:1]([C:5]1[C:10]([O:11][CH3:12])=[CH:9][C:8]2[O:13][CH2:14][C:15]3[C:19]([C:20](O)=[O:21])=[N:18][N:17]([C:23]4[CH:27]=[CH:26][S:25][CH:24]=4)[C:16]=3[C:7]=2[CH:6]=1)[CH:2]([CH3:4])[CH3:3].[C:28]([NH:32][CH3:33])([CH3:31])([CH3:30])[CH3:29].CN(C(ON1N=NC2C=CC=NC1=2)=[N+](C)C)C.F[P-](F)(F)(F)(F)F.C(N(C(C)C)CC)(C)C. The product is [C:28]([N:32]([CH3:33])[C:20]([C:19]1[C:15]2[CH2:14][O:13][C:8]3[CH:9]=[C:10]([O:11][CH3:12])[C:5]([CH2:1][CH:2]([CH3:4])[CH3:3])=[CH:6][C:7]=3[C:16]=2[N:17]([C:23]2[CH:27]=[CH:26][S:25][CH:24]=2)[N:18]=1)=[O:21])([CH3:31])([CH3:30])[CH3:29].